This data is from Full USPTO retrosynthesis dataset with 1.9M reactions from patents (1976-2016). The task is: Predict the reactants needed to synthesize the given product. (1) Given the product [C:7]([NH2:4])(=[O:8])[C:9]1[CH:14]=[CH:13][CH:12]=[CH:11][CH:10]=1, predict the reactants needed to synthesize it. The reactants are: O[C@@H]1CC[N:4]([C:7]([C:9]2[CH:14]=[CH:13][C:12](OC(F)(F)F)=[CH:11][CH:10]=2)=[O:8])[C@H]1C(NOCC1C=CC=CC=1)=O.COC(=O)C(NC(=O)C1C=CC(C#CC#CC2C=CC(N)=CC=2)=CC=1)CNC(OC(C)(C)C)=O.CCN(CC)CC. (2) Given the product [C:26]([C:22]1[CH:21]=[C:20]([NH:19][C:15](=[O:17])[CH2:14][C:9]2[NH:10][C:11](=[O:13])[CH:12]=[C:7]([N:1]3[CH2:2][CH2:3][O:4][CH2:5][CH2:6]3)[N:8]=2)[CH:25]=[CH:24][CH:23]=1)#[CH:27], predict the reactants needed to synthesize it. The reactants are: [N:1]1([C:7]2[N:8]=[C:9]([CH2:14][C:15]([O-:17])=O)[NH:10][C:11](=[O:13])[CH:12]=2)[CH2:6][CH2:5][O:4][CH2:3][CH2:2]1.[Na+].[NH2:19][C:20]1[CH:21]=[C:22]([C:26]#[CH:27])[CH:23]=[CH:24][CH:25]=1. (3) Given the product [NH:10]([C:11](=[O:44])[CH2:12][CH2:13][C@H:14]([NH:22][C:23]([C:25]1[CH:30]=[CH:29][C:28]([CH:31]([C:38]2[CH:39]=[CH:40][CH:41]=[CH:42][CH:43]=2)[C:32]2[CH:33]=[CH:34][CH:35]=[CH:36][CH:37]=2)=[CH:27][CH:26]=1)=[O:24])[C:15]([OH:17])=[O:16])[C:9]([NH2:45])=[NH:8].[C:46]([OH:52])([C:48]([F:51])([F:50])[F:49])=[O:47], predict the reactants needed to synthesize it. The reactants are: C(OC([NH:8][C:9](=[NH:45])[NH:10][C:11](=[O:44])[CH2:12][CH2:13][C@H:14]([NH:22][C:23]([C:25]1[CH:30]=[CH:29][C:28]([CH:31]([C:38]2[CH:43]=[CH:42][CH:41]=[CH:40][CH:39]=2)[C:32]2[CH:37]=[CH:36][CH:35]=[CH:34][CH:33]=2)=[CH:27][CH:26]=1)=[O:24])[C:15]([O:17]C(C)(C)C)=[O:16])=O)(C)(C)C.[C:46]([OH:52])([C:48]([F:51])([F:50])[F:49])=[O:47].